This data is from NCI-60 drug combinations with 297,098 pairs across 59 cell lines. The task is: Regression. Given two drug SMILES strings and cell line genomic features, predict the synergy score measuring deviation from expected non-interaction effect. (1) Synergy scores: CSS=31.7, Synergy_ZIP=-7.07, Synergy_Bliss=-0.696, Synergy_Loewe=4.14, Synergy_HSA=4.89. Cell line: RXF 393. Drug 2: CC1OCC2C(O1)C(C(C(O2)OC3C4COC(=O)C4C(C5=CC6=C(C=C35)OCO6)C7=CC(=C(C(=C7)OC)O)OC)O)O. Drug 1: C1=CC(=CC=C1CCC2=CNC3=C2C(=O)NC(=N3)N)C(=O)NC(CCC(=O)O)C(=O)O. (2) Drug 1: CC1C(C(CC(O1)OC2CC(CC3=C2C(=C4C(=C3O)C(=O)C5=C(C4=O)C(=CC=C5)OC)O)(C(=O)CO)O)N)O.Cl. Drug 2: CCC1(C2=C(COC1=O)C(=O)N3CC4=CC5=C(C=CC(=C5CN(C)C)O)N=C4C3=C2)O.Cl. Cell line: ACHN. Synergy scores: CSS=35.6, Synergy_ZIP=4.05, Synergy_Bliss=3.68, Synergy_Loewe=-21.3, Synergy_HSA=-4.00.